Predict which catalyst facilitates the given reaction. From a dataset of Catalyst prediction with 721,799 reactions and 888 catalyst types from USPTO. (1) Reactant: [N:1]1[CH:6]=[CH:5][C:4]([N:7]2[CH2:31][CH2:30][C:10]3([CH2:14][N:13]([C:15]([N:17]4[CH2:22][CH2:21][CH:20]([O:23][CH2:24][C:25]([O:27]CC)=[O:26])[CH2:19][CH2:18]4)=[O:16])[CH2:12][CH2:11]3)[CH2:9][CH2:8]2)=[CH:3][CH:2]=1.[Li+].[OH-]. Product: [N:1]1[CH:6]=[CH:5][C:4]([N:7]2[CH2:31][CH2:30][C:10]3([CH2:14][N:13]([C:15]([N:17]4[CH2:18][CH2:19][CH:20]([O:23][CH2:24][C:25]([OH:27])=[O:26])[CH2:21][CH2:22]4)=[O:16])[CH2:12][CH2:11]3)[CH2:9][CH2:8]2)=[CH:3][CH:2]=1. The catalyst class is: 12. (2) Reactant: [Cl:1][C:2]1[S:3][C:4]([C:10]([O:12][CH2:13][CH3:14])=[O:11])=[C:5]([C:7](Cl)=[O:8])[N:6]=1.N1C(C)=CC=CC=1C.[CH:23]([NH:25][NH2:26])=[O:24]. Product: [Cl:1][C:2]1[S:3][C:4]([C:10]([O:12][CH2:13][CH3:14])=[O:11])=[C:5]([C:7]([NH:26][NH:25][CH:23]=[O:24])=[O:8])[N:6]=1. The catalyst class is: 2. (3) Reactant: [Cl:1][C:2]1[CH:7]=[CH:6][N:5]=[C:4]([CH2:8][NH:9][C:10]2[O:11][C:12]3[C:18]([O:19][CH3:20])=[CH:17][C:16]([C:21]([OH:23])=O)=[CH:15][C:13]=3[N:14]=2)[CH:3]=1.[CH2:24]([C@H:26]1[NH:31][CH2:30][C:29]([CH2:33][CH2:34][OH:35])([CH3:32])[O:28][CH2:27]1)[CH3:25].[CH:36](N(CC)C(C)C)(C)C.CN(C(ON1N=NC2C=CC=NC1=2)=[N+](C)C)C.F[P-](F)(F)(F)(F)F. Product: [Cl:1][C:2]1[CH:7]=[CH:6][N:5]=[C:4]([CH:8]([NH:9][C:10]2[O:11][C:12]3[C:18]([O:19][CH3:20])=[CH:17][C:16]([C:21]([N:31]4[C@H:26]([CH2:24][CH3:25])[CH2:27][O:28][C:29]([CH2:33][CH2:34][OH:35])([CH3:32])[CH2:30]4)=[O:23])=[CH:15][C:13]=3[N:14]=2)[CH3:36])[CH:3]=1. The catalyst class is: 9. (4) Reactant: [OH:1][CH2:2][CH2:3][N:4]1[C:12]2[CH:11]=[CH:10][CH:9]=[CH:8][C:7]=2[C:6]2[CH2:13][CH2:14][N:15]([C:18]([O:20][C:21]([CH3:24])([CH3:23])[CH3:22])=[O:19])[CH2:16][CH2:17][C:5]1=2.C(N(CC)CC)C.[CH3:32][S:33](Cl)(=[O:35])=[O:34]. Product: [CH3:32][S:33]([O:1][CH2:2][CH2:3][N:4]1[C:12]2[CH:11]=[CH:10][CH:9]=[CH:8][C:7]=2[C:6]2[CH2:13][CH2:14][N:15]([C:18]([O:20][C:21]([CH3:24])([CH3:23])[CH3:22])=[O:19])[CH2:16][CH2:17][C:5]1=2)(=[O:35])=[O:34]. The catalyst class is: 91. (5) Reactant: [F:1][C:2]1[CH:7]=[C:6]([CH:8]([OH:10])[CH3:9])[CH:5]=[C:4]([F:11])[C:3]=1[C:12]1[N:17]=[C:16]([C:18]([O:20][CH3:21])=[O:19])[CH:15]=[CH:14][C:13]=1[F:22].F[C:24]1C=C(C(O)C)C=C(F)C=1C1N=C(C(O)=O)C=CC=1F.[H-].[Na+].IC. Product: [F:1][C:2]1[CH:7]=[C:6]([CH:8]([O:10][CH3:24])[CH3:9])[CH:5]=[C:4]([F:11])[C:3]=1[C:12]1[N:17]=[C:16]([C:18]([O:20][CH3:21])=[O:19])[CH:15]=[CH:14][C:13]=1[F:22]. The catalyst class is: 9. (6) Reactant: [NH2:1][C:2]1[C:11]([Cl:12])=[CH:10][C:5]2[N:6]=[C:7]([CH3:9])[O:8][C:4]=2[CH:3]=1.S(Cl)([Cl:16])(=O)=O. The catalyst class is: 13. Product: [NH2:1][C:2]1[C:11]([Cl:12])=[CH:10][C:5]2[N:6]=[C:7]([CH3:9])[O:8][C:4]=2[C:3]=1[Cl:16]. (7) Reactant: Cl.CN(C)CCCN=C=NCC.O.ON1C2C=CC=CC=2N=N1.[CH3:24][C:25]1[CH:26]=[C:27]([C:36]([OH:38])=O)[N:28]([C:30]2[CH:35]=[CH:34][CH:33]=[CH:32][CH:31]=2)[N:29]=1.Cl.[C:40]1([C:46]2[CH2:47][CH2:48][NH:49][CH2:50][CH:51]=2)[CH:45]=[CH:44][CH:43]=[CH:42][CH:41]=1. Product: [C:40]1([C:46]2[CH2:51][CH2:50][N:49]([C:36]([C:27]3[N:28]([C:30]4[CH:31]=[CH:32][CH:33]=[CH:34][CH:35]=4)[N:29]=[C:25]([CH3:24])[CH:26]=3)=[O:38])[CH2:48][CH:47]=2)[CH:45]=[CH:44][CH:43]=[CH:42][CH:41]=1. The catalyst class is: 884. (8) Reactant: [OH-].[Na+].C([O:5][C:6](=[O:19])[C:7]1[CH:12]=[CH:11][C:10]([O:13][CH2:14][CH3:15])=[C:9]([N+:16]([O-:18])=[O:17])[CH:8]=1)C. Product: [CH2:14]([O:13][C:10]1[CH:11]=[CH:12][C:7]([C:6]([OH:19])=[O:5])=[CH:8][C:9]=1[N+:16]([O-:18])=[O:17])[CH3:15]. The catalyst class is: 8.